Dataset: TCR-epitope binding with 47,182 pairs between 192 epitopes and 23,139 TCRs. Task: Binary Classification. Given a T-cell receptor sequence (or CDR3 region) and an epitope sequence, predict whether binding occurs between them. (1) The epitope is RQLLFVVEV. The TCR CDR3 sequence is CASSLGWGEETQYF. Result: 0 (the TCR does not bind to the epitope). (2) The epitope is TEILPVSMTK. The TCR CDR3 sequence is CASSSPAGGYNEQFF. Result: 0 (the TCR does not bind to the epitope). (3) The epitope is FLKEKGGL. The TCR CDR3 sequence is CASTSGTANQPQHF. Result: 0 (the TCR does not bind to the epitope).